Dataset: NCI-60 drug combinations with 297,098 pairs across 59 cell lines. Task: Regression. Given two drug SMILES strings and cell line genomic features, predict the synergy score measuring deviation from expected non-interaction effect. Drug 1: CC12CCC3C(C1CCC2O)C(CC4=C3C=CC(=C4)O)CCCCCCCCCS(=O)CCCC(C(F)(F)F)(F)F. Drug 2: CC(C)NC(=O)C1=CC=C(C=C1)CNNC.Cl. Cell line: U251. Synergy scores: CSS=-1.38, Synergy_ZIP=5.61, Synergy_Bliss=9.95, Synergy_Loewe=1.13, Synergy_HSA=-0.720.